This data is from Catalyst prediction with 721,799 reactions and 888 catalyst types from USPTO. The task is: Predict which catalyst facilitates the given reaction. (1) The catalyst class is: 100. Reactant: C([N:20]1[C@@H:22]([CH3:23])[C@@H:21]1[C:24]([O:26][CH2:27][C:28]1[CH:33]=[CH:32][CH:31]=[CH:30][CH:29]=1)=[O:25])(C1C=CC=CC=1)(C1C=CC=CC=1)C1C=CC=CC=1.[CH3:46][C:45]([O:44][C:42](O[C:42]([O:44][C:45]([CH3:48])([CH3:47])[CH3:46])=[O:43])=[O:43])([CH3:48])[CH3:47].C(OC(=O)C)C.O. Product: [C:42]([N:20]1[C@@H:22]([CH3:23])[C@@H:21]1[C:24]([O:26][CH2:27][C:28]1[CH:33]=[CH:32][CH:31]=[CH:30][CH:29]=1)=[O:25])([O:44][C:45]([CH3:46])([CH3:47])[CH3:48])=[O:43]. (2) Reactant: [CH3:1][C:2]1[CH:11]=[CH:10][C:9]2[C:4](=[C:5]([NH2:12])[CH:6]=[CH:7][CH:8]=2)[N:3]=1.Br[CH:14]([C:25]1[CH:30]=[CH:29][CH:28]=[CH:27][CH:26]=1)[C:15]1[C:24]2[C:19](=[CH:20][CH:21]=[CH:22][CH:23]=2)[CH:18]=[CH:17][CH:16]=1. Product: [CH3:1][C:2]1[CH:11]=[CH:10][C:9]2[C:4](=[C:5]([NH:12][CH:14]([C:15]3[C:24]4[C:19](=[CH:20][CH:21]=[CH:22][CH:23]=4)[CH:18]=[CH:17][CH:16]=3)[C:25]3[CH:30]=[CH:29][CH:28]=[CH:27][CH:26]=3)[CH:6]=[CH:7][CH:8]=2)[N:3]=1. The catalyst class is: 66. (3) Reactant: [NH2:1][C@@H:2]([C:5]1[C:6]([F:30])=[C:7]([C:12]([C:14]2[CH:15]=[CH:16][C:17]([N:20]3[CH:24]=[C:23]([C:25](OCC)=[O:26])[CH:22]=[N:21]3)=[N:18][CH:19]=2)=[O:13])[C:8]([Cl:11])=[CH:9][CH:10]=1)[CH2:3][CH3:4].CC(C[AlH]CC(C)C)C.C1COCC1. Product: [NH2:1][C@@H:2]([C:5]1[C:6]([F:30])=[C:7]([C:12]([C:14]2[CH:15]=[CH:16][C:17]([N:20]3[CH:24]=[C:23]([CH2:25][OH:26])[CH:22]=[N:21]3)=[N:18][CH:19]=2)=[O:13])[C:8]([Cl:11])=[CH:9][CH:10]=1)[CH2:3][CH3:4]. The catalyst class is: 1. (4) Reactant: [CH3:1][C:2]1[C:3]([NH:8][C:9](=O)OC(C)(C)C)=[N:4][CH:5]=[CH:6][CH:7]=1.C([Li])[CH2:17][CH2:18][CH3:19].CN(OC)C(C1CC1)=O.Cl. Product: [CH:17]1([C:9]2[NH:8][C:3]3=[N:4][CH:5]=[CH:6][CH:7]=[C:2]3[CH:1]=2)[CH2:18][CH2:19]1. The catalyst class is: 7.